This data is from Reaction yield outcomes from USPTO patents with 853,638 reactions. The task is: Predict the reaction yield, written as a fraction of the theoretical maximum amount of product (1.0 means a 100% yield; for example, 0.34 means a 34% yield). (1) The reactants are [CH3:1][O:2][N:3]([CH3:15])[C:4]([C:6]1[NH:14][C:9]2=[N:10][CH:11]=[CH:12][CH:13]=[C:8]2[CH:7]=1)=[O:5].[F:16][C:17]1[CH:18]=[C:19](B(O)O)[CH:20]=[CH:21][CH:22]=1.N1C=CC=CC=1. The catalyst is C(Cl)Cl. The product is [F:16][C:17]1[CH:22]=[C:21]([N:14]2[C:9]3=[N:10][CH:11]=[CH:12][CH:13]=[C:8]3[CH:7]=[C:6]2[C:4]([N:3]([O:2][CH3:1])[CH3:15])=[O:5])[CH:20]=[CH:19][CH:18]=1. The yield is 0.830. (2) The reactants are [F:1][C:2]1[CH:7]=[CH:6][C:5]([C:8]2[N:9]=[C:10]3[CH:15]=[CH:14][C:13]([C:16]4[CH:17]=[C:18]([CH:22]=[CH:23][CH:24]=4)[C:19](O)=[O:20])=[CH:12][N:11]3[C:25]=2[C:26](=[O:29])[NH:27][CH3:28])=[CH:4][CH:3]=1.CN(C=O)C.[CH3:35][C:36]([NH2:39])([CH3:38])[CH3:37].CN(C(ON1N=NC2C=CC=NC1=2)=[N+](C)C)C.F[P-](F)(F)(F)(F)F. The catalyst is CO. The product is [C:36]([NH:39][C:19]([C:18]1[CH:17]=[C:16]([C:13]2[CH:14]=[CH:15][C:10]3[N:11]([C:25]([C:26]([NH:27][CH3:28])=[O:29])=[C:8]([C:5]4[CH:6]=[CH:7][C:2]([F:1])=[CH:3][CH:4]=4)[N:9]=3)[CH:12]=2)[CH:24]=[CH:23][CH:22]=1)=[O:20])([CH3:38])([CH3:37])[CH3:35]. The yield is 0.410.